From a dataset of Forward reaction prediction with 1.9M reactions from USPTO patents (1976-2016). Predict the product of the given reaction. (1) The product is: [C:1]([O:5][C@@H:6]([C:12]1[C:13]([CH3:32])=[N:14][C:15]2[N:16]([N:24]=[C:25]([C:27]([OH:29])=[O:28])[CH:26]=2)[C:17]=1/[CH:18]=[CH:19]/[CH2:20][CH:21]([CH3:22])[CH3:23])[C:7]([O:9][CH2:10][CH3:11])=[O:8])([CH3:3])([CH3:4])[CH3:2]. Given the reactants [C:1]([O:5][C@@H:6]([C:12]1[C:13]([CH3:32])=[N:14][C:15]2[N:16]([N:24]=[C:25]([C:27]([O:29]CC)=[O:28])[CH:26]=2)[C:17]=1/[CH:18]=[CH:19]/[CH2:20][CH:21]([CH3:23])[CH3:22])[C:7]([O:9][CH2:10][CH3:11])=[O:8])([CH3:4])([CH3:3])[CH3:2].[OH-].[Na+], predict the reaction product. (2) Given the reactants [CH3:1][C:2]([C:9]1[CH:14]=[CH:13][C:12]([OH:15])=[CH:11][CH:10]=1)([CH2:4][C:5]([CH3:8])([CH3:7])[CH3:6])[CH3:3].[Na+].[I-:17].[OH-].[Na+].[O-]Cl.[Na+].[O-]S([O-])(=S)=O.[Na+].[Na+].Cl, predict the reaction product. The product is: [I:17][C:11]1[CH:10]=[C:9]([C:2]([CH3:1])([CH2:4][C:5]([CH3:6])([CH3:7])[CH3:8])[CH3:3])[CH:14]=[CH:13][C:12]=1[OH:15]. (3) Given the reactants [N:1]1[CH:6]=[CH:5][CH:4]=[CH:3][C:2]=1[C:7]1[CH:12]=[CH:11][N:10]=[CH:9][C:8]=1[N:13]1[CH2:18][CH2:17][CH:16]([C:19]([O:21]CC)=[O:20])[CH2:15][CH2:14]1.C1COCC1.[OH-].[Na+].Cl, predict the reaction product. The product is: [N:1]1[CH:6]=[CH:5][CH:4]=[CH:3][C:2]=1[C:7]1[CH:12]=[CH:11][N:10]=[CH:9][C:8]=1[N:13]1[CH2:14][CH2:15][CH:16]([C:19]([OH:21])=[O:20])[CH2:17][CH2:18]1. (4) Given the reactants [C:1]1([C:7]#[C:8][C:9]2[CH:10]=[CH:11][C:12]([NH2:15])=[N:13][CH:14]=2)[CH:6]=[CH:5][CH:4]=[CH:3][CH:2]=1.[C:16]1(=O)[CH2:20][CH2:19][CH2:18][CH2:17]1.B.N1C=CC=CC=1C, predict the reaction product. The product is: [CH:16]1([NH:15][C:12]2[CH:11]=[CH:10][C:9]([C:8]#[C:7][C:1]3[CH:6]=[CH:5][CH:4]=[CH:3][CH:2]=3)=[CH:14][N:13]=2)[CH2:20][CH2:19][CH2:18][CH2:17]1. (5) The product is: [F:7][C:8]1[C:16]([CH3:17])=[CH:15][CH:14]=[C:13]([N:20]2[N:21]=[CH:22][CH:23]=[N:19]2)[C:9]=1[C:10]([OH:12])=[O:11]. Given the reactants C([O-])([O-])=O.[Cs+].[Cs+].[F:7][C:8]1[C:16]([CH3:17])=[CH:15][CH:14]=[C:13](I)[C:9]=1[C:10]([OH:12])=[O:11].[NH:19]1[CH:23]=[CH:22][N:21]=[N:20]1, predict the reaction product. (6) Given the reactants [NH2:1][C:2]1[CH:3]=[C:4]([C:8]2[C:13]([O:14][CH3:15])=[C:12]([CH:16]=[O:17])[CH:11]=[C:10]([S:18]([NH2:21])(=[O:20])=[O:19])[CH:9]=2)[CH:5]=[CH:6][CH:7]=1.[C:22](Cl)(=[O:29])[C:23]1[CH:28]=[CH:27][CH:26]=[CH:25][CH:24]=1, predict the reaction product. The product is: [C:22]([NH:21][S:18]([C:10]1[CH:9]=[C:8]([C:4]2[CH:5]=[CH:6][CH:7]=[C:2]([NH2:1])[CH:3]=2)[C:13]([O:14][CH3:15])=[C:12]([CH:16]=[O:17])[CH:11]=1)(=[O:19])=[O:20])(=[O:29])[C:23]1[CH:28]=[CH:27][CH:26]=[CH:25][CH:24]=1. (7) Given the reactants [CH2:1]([C:8]1[CH:9]=[N:10][C:11]2[C:16]([C:17]=1[C:18]1[CH:23]=[CH:22][CH:21]=[C:20]([C:24]#[C:25][Si](C)(C)C)[CH:19]=1)=[CH:15][CH:14]=[CH:13][C:12]=2[C:30]([F:33])([F:32])[F:31])[C:2]1[CH:7]=[CH:6][CH:5]=[CH:4][CH:3]=1.I[C:35]1[CH:44]=[CH:43][C:38]([C:39]([O:41][CH3:42])=[O:40])=[CH:37][C:36]=1[CH3:45].N1CCCCC1, predict the reaction product. The product is: [CH2:1]([C:8]1[CH:9]=[N:10][C:11]2[C:16]([C:17]=1[C:18]1[CH:19]=[C:20]([C:24]#[C:25][C:35]3[CH:44]=[CH:43][C:38]([C:39]([O:41][CH3:42])=[O:40])=[CH:37][C:36]=3[CH3:45])[CH:21]=[CH:22][CH:23]=1)=[CH:15][CH:14]=[CH:13][C:12]=2[C:30]([F:33])([F:32])[F:31])[C:2]1[CH:7]=[CH:6][CH:5]=[CH:4][CH:3]=1.